This data is from Catalyst prediction with 721,799 reactions and 888 catalyst types from USPTO. The task is: Predict which catalyst facilitates the given reaction. (1) Reactant: O[CH2:2][CH2:3][C:4]1[C:5](=[O:11])[NH:6][NH:7][C:8](=[O:10])[CH:9]=1.C1(P(C2C=CC=CC=2)C2C=CC=CC=2)C=CC=CC=1.N(/C(OC(C)C)=O)=N\C(OC(C)C)=O. Product: [N:6]1[NH:7][C:8](=[O:10])[CH:9]=[C:4]2[CH2:3][CH2:2][O:11][C:5]=12. The catalyst class is: 1. (2) Reactant: Cl.Cl.[CH3:3][C@H:4]1[C:12]2[C:11]([N:13]3[CH2:18][CH2:17][NH:16][CH2:15][CH2:14]3)=[N:10][CH:9]=[N:8][C:7]=2[C@H:6]([OH:19])[CH2:5]1.[C:20]([O:24][C:25]([N:27]([CH:40]([CH3:42])[CH3:41])[CH2:28][C@H:29]([C:33]1[CH:38]=[CH:37][C:36]([Cl:39])=[CH:35][CH:34]=1)[C:30](O)=[O:31])=[O:26])([CH3:23])([CH3:22])[CH3:21].CCN(C(C)C)C(C)C.CN(C(ON1N=NC2C=CC=CC1=2)=[N+](C)C)C.F[P-](F)(F)(F)(F)F. Product: [Cl:39][C:36]1[CH:37]=[CH:38][C:33]([C@H:29]([C:30]([N:16]2[CH2:15][CH2:14][N:13]([C:11]3[C:12]4[C@H:4]([CH3:3])[CH2:5][C@@H:6]([OH:19])[C:7]=4[N:8]=[CH:9][N:10]=3)[CH2:18][CH2:17]2)=[O:31])[CH2:28][N:27]([CH:40]([CH3:41])[CH3:42])[C:25](=[O:26])[O:24][C:20]([CH3:22])([CH3:21])[CH3:23])=[CH:34][CH:35]=1. The catalyst class is: 2. (3) Reactant: CS(Cl)(=O)=O.[C:6]1([CH:16](O)[CH3:17])[C:15]2[C:10](=[CH:11][CH:12]=[CH:13][CH:14]=2)[CH:9]=[CH:8][CH:7]=1.C(N(CC)CC)C.Cl.[Br:27][C:28]1[CH:40]=[CH:39][C:38]([O:41][CH3:42])=[CH:37][C:29]=1[CH2:30][CH:31]1[CH2:36][CH2:35][NH:34][CH2:33][CH2:32]1.[I-].[K+].C(=O)([O-])[O-].[K+].[K+]. Product: [C:6]1([CH2:16][CH2:17][N:34]2[CH2:33][CH2:32][CH:31]([CH2:30][C:29]3[CH:37]=[C:38]([O:41][CH3:42])[CH:39]=[CH:40][C:28]=3[Br:27])[CH2:36][CH2:35]2)[C:15]2[C:10](=[CH:11][CH:12]=[CH:13][CH:14]=2)[CH:9]=[CH:8][CH:7]=1. The catalyst class is: 4. (4) Reactant: [O:1]1[CH:5]=[CH:4][CH:3]=[C:2]1[C:6]1[CH:11]=[CH:10][N:9]=[C:8]([O:12][CH3:13])[N:7]=1.[Br:14]N1C(=O)CCC1=O. Product: [Br:14][C:5]1[O:1][C:2]([C:6]2[CH:11]=[CH:10][N:9]=[C:8]([O:12][CH3:13])[N:7]=2)=[CH:3][CH:4]=1. The catalyst class is: 15. (5) Reactant: F[C:2]1[CH:7]=[CH:6][C:5]([NH:8][C:9](=[O:16])[C:10]2[CH:15]=[CH:14][CH:13]=[CH:12][CH:11]=2)=[CH:4][C:3]=1[N+:17]([O-:19])=[O:18].[Na].[CH3:21][OH:22]. Product: [N+:17]([C:3]1[CH:4]=[C:5]([NH:8][C:9](=[O:16])[C:10]2[CH:15]=[CH:14][CH:13]=[CH:12][CH:11]=2)[CH:6]=[CH:7][C:2]=1[O:22][CH3:21])([O-:19])=[O:18]. The catalyst class is: 98. (6) Reactant: [CH3:1][O:2][C:3]1[C:11]2[NH:10][C:9]3[CH2:12][CH2:13][N:14]([CH3:16])[CH2:15][C:8]=3[C:7]=2[CH:6]=[CH:5][CH:4]=1.[H-].[Na+].[CH3:19][C:20]1([C:23]2[CH:28]=[CH:27][N:26]=[CH:25][CH:24]=2)[CH2:22][O:21]1. Product: [CH3:1][O:2][C:3]1[C:11]2[N:10]([CH2:19][C:20]([C:23]3[CH:28]=[CH:27][N:26]=[CH:25][CH:24]=3)([OH:21])[CH3:22])[C:9]3[CH2:12][CH2:13][N:14]([CH3:16])[CH2:15][C:8]=3[C:7]=2[CH:6]=[CH:5][CH:4]=1. The catalyst class is: 3.